From a dataset of NCI-60 drug combinations with 297,098 pairs across 59 cell lines. Regression. Given two drug SMILES strings and cell line genomic features, predict the synergy score measuring deviation from expected non-interaction effect. (1) Drug 1: CN1C2=C(C=C(C=C2)N(CCCl)CCCl)N=C1CCCC(=O)O.Cl. Drug 2: C1CCC(C(C1)N)N.C(=O)(C(=O)[O-])[O-].[Pt+4]. Cell line: HL-60(TB). Synergy scores: CSS=35.7, Synergy_ZIP=-2.24, Synergy_Bliss=-4.81, Synergy_Loewe=-30.4, Synergy_HSA=-3.89. (2) Drug 1: CC1=CC2C(CCC3(C2CCC3(C(=O)C)OC(=O)C)C)C4(C1=CC(=O)CC4)C. Drug 2: CC=C1C(=O)NC(C(=O)OC2CC(=O)NC(C(=O)NC(CSSCCC=C2)C(=O)N1)C(C)C)C(C)C. Cell line: OVCAR3. Synergy scores: CSS=45.8, Synergy_ZIP=1.33, Synergy_Bliss=-1.93, Synergy_Loewe=-61.6, Synergy_HSA=-3.67. (3) Drug 1: C1=CC=C(C(=C1)C(C2=CC=C(C=C2)Cl)C(Cl)Cl)Cl. Drug 2: CC(C)CN1C=NC2=C1C3=CC=CC=C3N=C2N. Cell line: NCIH23. Synergy scores: CSS=-1.69, Synergy_ZIP=2.60, Synergy_Bliss=0.732, Synergy_Loewe=-0.598, Synergy_HSA=-2.22. (4) Drug 1: C1CCN(CC1)CCOC2=CC=C(C=C2)C(=O)C3=C(SC4=C3C=CC(=C4)O)C5=CC=C(C=C5)O. Drug 2: CCC1(C2=C(COC1=O)C(=O)N3CC4=CC5=C(C=CC(=C5CN(C)C)O)N=C4C3=C2)O.Cl. Cell line: NCI/ADR-RES. Synergy scores: CSS=3.68, Synergy_ZIP=-1.45, Synergy_Bliss=-1.63, Synergy_Loewe=-36.1, Synergy_HSA=-2.93. (5) Drug 1: C1=CC=C(C=C1)NC(=O)CCCCCCC(=O)NO. Drug 2: CC(C)(C#N)C1=CC(=CC(=C1)CN2C=NC=N2)C(C)(C)C#N. Cell line: A549. Synergy scores: CSS=3.08, Synergy_ZIP=0.0173, Synergy_Bliss=0.673, Synergy_Loewe=1.24, Synergy_HSA=0.398. (6) Drug 1: CCCCC(=O)OCC(=O)C1(CC(C2=C(C1)C(=C3C(=C2O)C(=O)C4=C(C3=O)C=CC=C4OC)O)OC5CC(C(C(O5)C)O)NC(=O)C(F)(F)F)O. Drug 2: C1=NC(=NC(=O)N1C2C(C(C(O2)CO)O)O)N. Cell line: ACHN. Synergy scores: CSS=58.2, Synergy_ZIP=10.5, Synergy_Bliss=-0.429, Synergy_Loewe=-9.31, Synergy_HSA=2.95.